Dataset: Full USPTO retrosynthesis dataset with 1.9M reactions from patents (1976-2016). Task: Predict the reactants needed to synthesize the given product. (1) Given the product [Cl:54][C:52]1[CH:42]=[C:4]([NH:16][C:17]2[C:26]3[C:21](=[CH:22][CH:23]=[CH:24][C:25]=3[O:27][CH2:28][CH2:29][N:30]([CH2:31][CH2:32][OH:33])[C:38](=[O:37])[CH2:39][OH:40])[N:20]=[CH:19][N:18]=2)[CH:5]=[CH:6][C:7]=1[O:8][CH2:9][C:10]1[CH:15]=[CH:14][CH:13]=[CH:12][N:11]=1, predict the reactants needed to synthesize it. The reactants are: ClC1C=[C:4]([NH:16][C:17]2[C:26]3[C:21](=[CH:22][CH:23]=[CH:24][C:25]=3[O:27][CH2:28][CH2:29][NH:30][CH2:31][CH2:32][OH:33])[N:20]=[CH:19][N:18]=2)[CH:5]=[CH:6][C:7]=1[O:8][CH2:9][C:10]1[CH:15]=[CH:14][CH:13]=[CH:12][N:11]=1.C([O:37][CH2:38][C:39](Cl)=[O:40])(=O)C.[CH3:42]CN(C(C)C)C(C)C.N.[CH2:52]([Cl:54])Cl. (2) Given the product [C:24]([O:23][C@@H:22]1[C@@H:27]([O:28][S:29]([CH3:32])(=[O:30])=[O:31])[C@@H:33]([CH2:35][O:36][C:37](=[O:39])[CH3:38])[O:34][C@H:21]1[N:6]1[CH:7]=[C:2]([F:1])[C:3](=[O:9])[NH:4][C:5]1=[O:8])(=[O:26])[CH3:25], predict the reactants needed to synthesize it. The reactants are: [F:1][C:2]1[C:3](=[O:9])[NH:4][C:5](=[O:8])[NH:6][CH:7]=1.S([O-])([O-])(=O)=O.[NH4+].[NH4+].C(O[CH:21]1[O:34][C@H:33]([CH2:35][O:36][C:37](=[O:39])[CH3:38])[C@H:27]([O:28][S:29]([CH3:32])(=[O:31])=[O:30])[C@H:22]1[O:23][C:24](=[O:26])[CH3:25])(=O)C.[Sn](Cl)(Cl)(Cl)Cl.C(=O)(O)[O-].[Na+].C(=O)=O. (3) Given the product [CH3:1][O:17][C:16](=[O:18])[CH:15]([NH:19][C:20]([O:22][CH2:23][C:24]1[CH:25]=[CH:26][CH:27]=[CH:28][CH:29]=1)=[O:21])[CH2:14][C:31]1([CH3:30])[CH2:35][CH2:34][CH2:33][CH2:32]1, predict the reactants needed to synthesize it. The reactants are: [CH2:1]([SnH](CCCC)CCCC)CCC.[CH2:14]=[C:15]([NH:19][C:20]([O:22][CH2:23][C:24]1[CH:29]=[CH:28][CH:27]=[CH:26][CH:25]=1)=[O:21])[C:16]([OH:18])=[O:17].[CH3:30][C:31]1(Br)[CH2:35][CH2:34][CH2:33][CH2:32]1.CC(N=NC(C#N)(C)C)(C#N)C.